This data is from Catalyst prediction with 721,799 reactions and 888 catalyst types from USPTO. The task is: Predict which catalyst facilitates the given reaction. Reactant: F[C:2]1[CH:3]=[C:4]2[C:9](=[CH:10][C:11]=1[N+:12]([O-:14])=[O:13])[NH:8][C:7](=[O:15])[N:6]([NH:16][S:17]([CH3:20])(=[O:19])=[O:18])[C:5]2=[O:21].[C:22]([SiH2:26][O:27][C:28]([CH3:35])([CH3:34])[C:29]1[N:30]=[CH:31][NH:32][CH:33]=1)([CH3:25])([CH3:24])[CH3:23].CN1CCN(C)C1=O. Product: [C:22]([SiH2:26][O:27][C:28]([CH3:35])([CH3:34])[C:29]1[N:30]=[CH:31][N:32]([C:2]2[CH:3]=[C:4]3[C:9](=[CH:10][C:11]=2[N+:12]([O-:14])=[O:13])[NH:8][C:7](=[O:15])[N:6]([NH:16][S:17]([CH3:20])(=[O:19])=[O:18])[C:5]3=[O:21])[CH:33]=1)([CH3:25])([CH3:23])[CH3:24]. The catalyst class is: 13.